Dataset: Forward reaction prediction with 1.9M reactions from USPTO patents (1976-2016). Task: Predict the product of the given reaction. (1) Given the reactants [C:1]([C:3]1[CH:4]=[C:5](B(O)O)[CH:6]=[N:7][CH:8]=1)#[N:2].[NH2:12][C:13]1[C:21]2[C:16](=[CH:17][CH:18]=[CH:19][C:20]=2[F:22])[C:15]([C:30]2[CH:31]=[C:32]([CH3:39])[C:33](=[O:38])[N:34]([CH2:36][CH3:37])[CH:35]=2)([C:23]2[CH:28]=[CH:27][CH:26]=[C:25](Br)[CH:24]=2)[N:14]=1, predict the reaction product. The product is: [NH2:12][C:13]1[C:21]2[C:16](=[CH:17][CH:18]=[CH:19][C:20]=2[F:22])[C:15]([C:23]2[CH:24]=[C:25]([C:5]3[CH:6]=[N:7][CH:8]=[C:3]([CH:4]=3)[C:1]#[N:2])[CH:26]=[CH:27][CH:28]=2)([C:30]2[CH:31]=[C:32]([CH3:39])[C:33](=[O:38])[N:34]([CH2:36][CH3:37])[CH:35]=2)[N:14]=1. (2) Given the reactants C([O:3][C:4](=O)[CH2:5][C:6]1[CH:11]=[CH:10][CH:9]=[C:8]([NH:12][C:13]2[CH:18]=[CH:17][CH:16]=[C:15]([NH2:19])[CH:14]=2)[C:7]=1[NH2:20])C.C([O-])([O-])=O.[Na+].[Na+], predict the reaction product. The product is: [NH2:19][C:15]1[CH:14]=[C:13]([NH:12][C:8]2[CH:9]=[CH:10][CH:11]=[C:6]3[C:7]=2[NH:20][C:4](=[O:3])[CH2:5]3)[CH:18]=[CH:17][CH:16]=1. (3) The product is: [C:20]1([CH2:19][N:26]2[CH2:9][CH:1]3[CH2:12][CH:7]([CH:6]4[CH:2]3[CH:3]=[CH:4][CH2:5]4)[CH2:8]2)[CH:25]=[CH:24][CH:23]=[CH:22][CH:21]=1. Given the reactants [CH:1]12[CH2:12][CH:7]([CH:8](O)[CH:9]1O)[CH:6]1[CH:2]2[CH:3]=[CH:4][CH2:5]1.I([O-])(=O)(=O)=O.[Na+].[CH2:19]([NH2:26])[C:20]1[CH:25]=[CH:24][CH:23]=[CH:22][CH:21]=1.C(O[BH-](OC(=O)C)OC(=O)C)(=O)C.[Na+].C(=O)([O-])[O-].[Na+].[Na+], predict the reaction product. (4) Given the reactants CS(O[CH2:6][CH2:7][C@H:8]([NH:15][C:16]([C@H:18]1[N:22]([S:23]([C:26]2[CH:31]=[CH:30][C:29]([C:32]3[CH:37]=[CH:36][CH:35]=[CH:34][CH:33]=3)=[CH:28][CH:27]=2)(=[O:25])=[O:24])[CH2:21][CH2:20][S:19]1)=[O:17])[C:9]1[CH:14]=[CH:13][CH:12]=[CH:11][CH:10]=1)(=O)=O.[NH:38]1[CH2:44][CH2:43][CH2:42][CH2:41][CH2:40][CH2:39]1, predict the reaction product. The product is: [N:38]1([CH2:6][CH2:7][CH:8]([NH:15][C:16]([CH:18]2[N:22]([S:23]([C:26]3[CH:27]=[CH:28][C:29]([C:32]4[CH:33]=[CH:34][CH:35]=[CH:36][CH:37]=4)=[CH:30][CH:31]=3)(=[O:24])=[O:25])[CH2:21][CH2:20][S:19]2)=[O:17])[C:9]2[CH:10]=[CH:11][CH:12]=[CH:13][CH:14]=2)[CH2:44][CH2:43][CH2:42][CH2:41][CH2:40][CH2:39]1. (5) Given the reactants [C:1]([O:5][C:6]([N:8]1[CH2:13][CH2:12][C@H:11]([NH:14][C:15]([O:17][CH3:18])=[O:16])[C@H:10]([C:19]([OH:21])=O)[CH2:9]1)=[O:7])([CH3:4])([CH3:3])[CH3:2].C(Cl)Cl.N1([PH+](N2[CH2:40][CH2:39][CH2:38][CH2:37]2)N2[CH2:40][CH2:39][CH2:38][CH2:37]2)[CH2:40][CH2:39][CH2:38][CH2:37]1.F[P-](F)(F)(F)(F)F.[S:48]1[CH2:52][CH2:51][NH:50][CH2:49]1.[CH2:53](N(CC)CC)[CH3:54], predict the reaction product. The product is: [C:1]([O:5][C:6]([N:8]1[CH2:13][CH2:12][C@H:11]([NH:14][C:15]([O:17][CH2:18][C:37]2[CH:38]=[CH:39][CH:40]=[CH:54][CH:53]=2)=[O:16])[C@H:10]([C:19]([N:50]2[CH2:51][CH2:52][S:48][CH2:49]2)=[O:21])[CH2:9]1)=[O:7])([CH3:2])([CH3:3])[CH3:4]. (6) Given the reactants [OH-:1].[Na+:2].[CH3:3][C:4]([C:7]1[CH:12]=[CH:11][C:10]([OH:13])=[CH:9][CH:8]=1)([CH3:6])[CH3:5], predict the reaction product. The product is: [OH-:13].[Na+:2].[OH:13][C:10]1[CH:9]=[CH:8][C:7]([C:4]([C:3]2[CH:9]=[CH:8][C:7]([OH:1])=[CH:4][CH:3]=2)([CH3:5])[CH3:6])=[CH:12][CH:11]=1.